Dataset: Full USPTO retrosynthesis dataset with 1.9M reactions from patents (1976-2016). Task: Predict the reactants needed to synthesize the given product. (1) Given the product [O:23]=[C:17]([CH2:15][C:14](=[O:16])[C:11]1[CH:12]=[CH:13][C:8]([N:2]2[CH2:7][CH2:6][CH2:5][CH2:4][CH2:3]2)=[CH:9][CH:10]=1)[C:18]([O:20][CH2:21][CH3:22])=[O:19], predict the reactants needed to synthesize it. The reactants are: [Na].[N:2]1([C:8]2[CH:13]=[CH:12][C:11]([C:14](=[O:16])[CH3:15])=[CH:10][CH:9]=2)[CH2:7][CH2:6][CH2:5][CH2:4][CH2:3]1.[C:17](OCC)(=[O:23])[C:18]([O:20][CH2:21][CH3:22])=[O:19].CCCCCC. (2) Given the product [Br:1][C:2]1[CH:12]=[C:11]([CH:14]=[CH2:15])[CH:10]=[CH:9][C:3]=1[C:4]([O:6][CH2:7][CH3:8])=[O:5], predict the reactants needed to synthesize it. The reactants are: [Br:1][C:2]1[CH:12]=[C:11](I)[CH:10]=[CH:9][C:3]=1[C:4]([O:6][CH2:7][CH3:8])=[O:5].[CH:14]([B-](F)(F)F)=[CH2:15].[K+].C([O-])([O-])=O.[Cs+].[Cs+].C1(P(C2C=CC=CC=2)C2C=CC=CC=2)C=CC=CC=1. (3) Given the product [F:60][C:59]([F:62])([F:61])[C:57]([OH:63])=[O:58].[C:40]([CH2:39][CH2:38][CH2:37][CH2:36][CH2:35][CH2:34][CH2:33][CH2:32][CH2:31][CH2:30][CH2:29][C:26]1([S:23]([NH:22][C:20]([C@@:15]2([NH:14][C:13]([C@H:12]3[NH:8][CH2:9][C@H:10]([O:44][C:45]([N:47]4[CH2:55][C:54]5[C:49](=[CH:50][CH:51]=[CH:52][C:53]=5[F:56])[CH2:48]4)=[O:46])[CH2:11]3)=[O:43])[CH2:17][C@H:16]2[CH:18]=[CH2:19])=[O:21])(=[O:24])=[O:25])[CH2:27][CH2:28]1)([OH:42])=[O:41], predict the reactants needed to synthesize it. The reactants are: C(OC([N:8]1[C@H:12]([C:13](=[O:43])[NH:14][C@:15]2([C:20]([NH:22][S:23]([C:26]3([CH2:29][CH2:30][CH2:31][CH2:32][CH2:33][CH2:34][CH2:35][CH2:36][CH2:37][CH2:38][CH2:39][C:40]([OH:42])=[O:41])[CH2:28][CH2:27]3)(=[O:25])=[O:24])=[O:21])[CH2:17][C@H:16]2[CH:18]=[CH2:19])[CH2:11][C@@H:10]([O:44][C:45]([N:47]2[CH2:55][C:54]3[C:49](=[CH:50][CH:51]=[CH:52][C:53]=3[F:56])[CH2:48]2)=[O:46])[CH2:9]1)=O)(C)(C)C.[C:57]([OH:63])([C:59]([F:62])([F:61])[F:60])=[O:58]. (4) Given the product [C:2]1([CH2:1][NH:9][C:10]2[S:11][CH:12]=[CH:13][C:14]=2[C:15]([O:17][CH3:18])=[O:16])[CH:7]=[CH:6][CH:5]=[CH:4][CH:3]=1, predict the reactants needed to synthesize it. The reactants are: [CH:1](=O)[C:2]1[CH:7]=[CH:6][CH:5]=[CH:4][CH:3]=1.[NH2:9][C:10]1[S:11][CH:12]=[CH:13][C:14]=1[C:15]([O:17][CH3:18])=[O:16].C(O[BH-](OC(=O)C)OC(=O)C)(=O)C.[Na+].C(O)(=O)C.